From a dataset of Reaction yield outcomes from USPTO patents with 853,638 reactions. Predict the reaction yield, written as a fraction of the theoretical maximum amount of product (1.0 means a 100% yield; for example, 0.34 means a 34% yield). (1) The reactants are C([O:3][C:4](=[O:21])[CH:5]([N:12]([C:14]1[CH:19]=[CH:18][C:17]([F:20])=[CH:16][CH:15]=1)[CH3:13])[C:6]1[CH:11]=[CH:10][CH:9]=[CH:8][CH:7]=1)C.O.[OH-].[Li+].[ClH:25]. The yield is 0.720. The catalyst is C1COCC1.O. The product is [ClH:25].[F:20][C:17]1[CH:18]=[CH:19][C:14]([N:12]([CH:5]([C:6]2[CH:7]=[CH:8][CH:9]=[CH:10][CH:11]=2)[C:4]([OH:21])=[O:3])[CH3:13])=[CH:15][CH:16]=1. (2) The catalyst is C(Cl)Cl. The yield is 0.370. The reactants are [CH3:1][C:2]1[O:6][C:5]([C:7]([OH:9])=O)=[CH:4][C:3]=1[C:10]1[N:14]([CH3:15])[N:13]=[CH:12][CH:11]=1.[NH2:16][C@@H:17]([CH2:30][C:31]1[CH:36]=[CH:35][CH:34]=[CH:33][C:32]=1[C:37]([F:40])([F:39])[F:38])[CH2:18][N:19]1[C:27](=[O:28])[C:26]2[C:21](=[CH:22][CH:23]=[CH:24][CH:25]=2)[C:20]1=[O:29].C(N(C(C)C)CC)(C)C.F[P-](F)(F)(F)(F)F.Br[P+](N1CCCC1)(N1CCCC1)N1CCCC1. The product is [O:28]=[C:27]1[C:26]2[C:21](=[CH:22][CH:23]=[CH:24][CH:25]=2)[C:20](=[O:29])[N:19]1[CH2:18][C@@H:17]([NH:16][C:7]([C:5]1[O:6][C:2]([CH3:1])=[C:3]([C:10]2[N:14]([CH3:15])[N:13]=[CH:12][CH:11]=2)[CH:4]=1)=[O:9])[CH2:30][C:31]1[CH:36]=[CH:35][CH:34]=[CH:33][C:32]=1[C:37]([F:39])([F:38])[F:40]. (3) The reactants are [BH4-].[Na+].[CH3:3][O:4][C:5](=[O:28])[CH2:6][CH2:7][CH2:8][CH2:9][CH2:10][CH2:11][N:12]1[CH:17]([CH2:18][CH2:19][C:20](=[O:26])[CH2:21][CH2:22][CH2:23][CH2:24][CH3:25])[CH2:16][CH2:15][CH2:14][C:13]1=[O:27]. The catalyst is CO.C(Cl)Cl. The product is [CH3:3][O:4][C:5](=[O:28])[CH2:6][CH2:7][CH2:8][CH2:9][CH2:10][CH2:11][N:12]1[C:13](=[O:27])[CH2:14][CH2:15][CH2:16][CH:17]1[CH2:18][CH2:19][CH:20]([OH:26])[CH2:21][CH2:22][CH2:23][CH2:24][CH3:25]. The yield is 0.610. (4) The reactants are [Cl:1][C:2]1[CH:3]=[C:4]([C:8]2[N:13]=[C:12]([CH2:14][C:15]3[CH:20]=[CH:19][C:18]([CH2:21][C:22](Cl)=[O:23])=[CH:17][CH:16]=3)[CH:11]=[C:10]([CH2:25][CH3:26])[N:9]=2)[CH:5]=[CH:6][CH:7]=1.[CH2:27]([NH2:30])[CH2:28][CH3:29].C(N(C(C)C)CC)(C)C.Cl. The catalyst is ClCCl.O. The product is [Cl:1][C:2]1[CH:3]=[C:4]([C:8]2[N:13]=[C:12]([CH2:14][C:15]3[CH:20]=[CH:19][C:18]([CH2:21][C:22]([NH:30][CH2:27][CH2:28][CH3:29])=[O:23])=[CH:17][CH:16]=3)[CH:11]=[C:10]([CH2:25][CH3:26])[N:9]=2)[CH:5]=[CH:6][CH:7]=1. The yield is 0.550. (5) The product is [C:5]([O:9][C:10](=[O:42])[NH:11][CH2:12][C@H:13]1[CH2:14][CH2:15][C@H:16]([NH:19][C:20]([C:22]2[C:30]3[N:29]4[CH:31]=[N:32][N:33]=[C:28]4[CH:27]=[N:26][C:25]=3[NH:24][CH:23]=2)=[O:21])[CH2:17][CH2:18]1)([CH3:8])([CH3:6])[CH3:7]. The reactants are C(N)CN.[C:5]([O:9][C:10](=[O:42])[NH:11][CH2:12][C@H:13]1[CH2:18][CH2:17][C@H:16]([NH:19][C:20]([C:22]2[C:30]3[N:29]4[CH:31]=[N:32][N:33]=[C:28]4[CH:27]=[N:26][C:25]=3[N:24](COCC[Si](C)(C)C)[CH:23]=2)=[O:21])[CH2:15][CH2:14]1)([CH3:8])([CH3:7])[CH3:6].CCCC[N+](CCCC)(CCCC)CCCC.[F-]. The yield is 0.290. The catalyst is C1COCC1. (6) The reactants are CON(C)[C:4]([C@@H:6]1[O:11][CH2:10][CH2:9][N:8]([C:12]([O:14][C:15]([CH3:18])([CH3:17])[CH3:16])=[O:13])[CH2:7]1)=[O:5].[CH3:20][O:21][CH2:22][CH2:23][CH2:24][CH2:25][Mg]Cl. The catalyst is C1COCC1. The product is [CH3:20][O:21][CH2:22][CH2:23][CH2:24][CH2:25][C:4]([C@@H:6]1[O:11][CH2:10][CH2:9][N:8]([C:12]([O:14][C:15]([CH3:16])([CH3:17])[CH3:18])=[O:13])[CH2:7]1)=[O:5]. The yield is 0.930. (7) The reactants are [CH2:1]([S:8][CH:9]([CH:34]=O)[CH2:10][NH:11][C:12]([C:14]1[NH:15][C:16]2[C:21]([CH:22]=1)=[CH:20][CH:19]=[CH:18][C:17]=2[N:23]([CH3:33])[S:24]([C:27]1[CH:32]=[CH:31][CH:30]=[CH:29][N:28]=1)(=[O:26])=[O:25])=[O:13])[C:2]1[CH:7]=[CH:6][CH:5]=[CH:4][CH:3]=1.[NH:36]1[CH2:41][CH2:40][S:39][CH2:38][CH2:37]1.C(O[BH-](OC(=O)C)OC(=O)C)(=O)C.[Na+].Cl. The catalyst is ClCCCl. The product is [CH2:1]([S:8][CH:9]([CH2:34][N:36]1[CH2:41][CH2:40][S:39][CH2:38][CH2:37]1)[CH2:10][NH:11][C:12]([C:14]1[NH:15][C:16]2[C:21]([CH:22]=1)=[CH:20][CH:19]=[CH:18][C:17]=2[N:23]([CH3:33])[S:24]([C:27]1[CH:32]=[CH:31][CH:30]=[CH:29][N:28]=1)(=[O:26])=[O:25])=[O:13])[C:2]1[CH:3]=[CH:4][CH:5]=[CH:6][CH:7]=1. The yield is 0.950. (8) The reactants are [F:1][C:2]1[CH:3]=[C:4]2[C:8](=[CH:9][CH:10]=1)[NH:7][C:6](=[O:11])[C:5]2=[N:12][N:13]=[CH:14][C:15]1[NH:19][C:18]([CH3:20])=[C:17]([C:21]([NH:23][CH2:24][C:25](O)=[O:26])=[O:22])[C:16]=1[CH3:28].C(N(CC)CC)C.ClC(OCC)=O.[NH2:42][OH:43]. The catalyst is [Cl-].[Na+].O.CN(C=O)C. The product is [F:1][C:2]1[CH:3]=[C:4]2[C:8](=[CH:9][CH:10]=1)[NH:7][C:6](=[O:11])[C:5]2=[N:12][N:13]=[CH:14][C:15]1[NH:19][C:18]([CH3:20])=[C:17]([C:21]([NH:23][CH2:24][C:25]([NH:42][OH:43])=[O:26])=[O:22])[C:16]=1[CH3:28]. The yield is 0.350.